From a dataset of Catalyst prediction with 721,799 reactions and 888 catalyst types from USPTO. Predict which catalyst facilitates the given reaction. Reactant: Cl[C:2]1[N:7]=[N:6][C:5]([N:8]2[CH2:13][CH2:12][N:11]([C:14]([C:16]3[CH:21]=[CH:20][CH:19]=[CH:18][C:17]=3[C:22]([F:25])([F:24])[F:23])=[O:15])[CH2:10][CH2:9]2)=[CH:4][CH:3]=1.[C:26]1([CH2:32][CH2:33][OH:34])[CH:31]=[CH:30][CH:29]=[CH:28][CH:27]=1.[H-].[Na+].O. Product: [CH2:33]([O:34][C:2]1[N:7]=[N:6][C:5]([N:8]2[CH2:13][CH2:12][N:11]([C:14]([C:16]3[CH:21]=[CH:20][CH:19]=[CH:18][C:17]=3[C:22]([F:25])([F:24])[F:23])=[O:15])[CH2:10][CH2:9]2)=[CH:4][CH:3]=1)[CH2:32][C:26]1[CH:31]=[CH:30][CH:29]=[CH:28][CH:27]=1. The catalyst class is: 11.